This data is from Reaction yield outcomes from USPTO patents with 853,638 reactions. The task is: Predict the reaction yield, written as a fraction of the theoretical maximum amount of product (1.0 means a 100% yield; for example, 0.34 means a 34% yield). (1) The reactants are [CH2:1]([N:8]1[C@@H:13]2[C@@H:14]([C:16]([O:18]C(C)(C)C)=[O:17])[CH2:15][C@@:9]1([C:39]1[CH:44]=[CH:43][CH:42]=[CH:41][CH:40]=1)[C@H:10]([O:23][CH2:24][C:25]1[CH:30]=[C:29]([C:31]([F:34])([F:33])[F:32])[CH:28]=[C:27]([C:35]([F:38])([F:37])[F:36])[CH:26]=1)[CH2:11][CH2:12]2)[C:2]1[CH:7]=[CH:6][CH:5]=[CH:4][CH:3]=1.FC(F)(F)C(O)=O.Cl.[NH2:53][NH:54][C:55]([NH2:57])=[O:56].C(N(CC)CC)C.Cl.CN(C)CCCN=C=NCC. The catalyst is ClCCl. The product is [NH2:53][NH:54][C:55]([NH2:57])=[O:56].[CH2:1]([N:8]1[C@@H:13]2[C@@H:14]([C:16]([OH:18])=[O:17])[CH2:15][C@@:9]1([C:39]1[CH:44]=[CH:43][CH:42]=[CH:41][CH:40]=1)[C@H:10]([O:23][CH2:24][C:25]1[CH:26]=[C:27]([C:35]([F:37])([F:38])[F:36])[CH:28]=[C:29]([C:31]([F:32])([F:33])[F:34])[CH:30]=1)[CH2:11][CH2:12]2)[C:2]1[CH:7]=[CH:6][CH:5]=[CH:4][CH:3]=1. The yield is 0.550. (2) The reactants are [CH:1]([N:14]1[CH2:19][CH2:18][N:17]([CH2:20][C:21]([O:23]CC)=[O:22])[CH2:16][CH2:15]1)([C:8]1[CH:13]=[CH:12][CH:11]=[CH:10][CH:9]=1)[C:2]1[CH:7]=[CH:6][CH:5]=[CH:4][CH:3]=1.O[Li].O.O.O. The catalyst is C1COCC1.O.CO. The product is [CH:1]([N:14]1[CH2:15][CH2:16][N:17]([CH2:20][C:21]([OH:23])=[O:22])[CH2:18][CH2:19]1)([C:2]1[CH:7]=[CH:6][CH:5]=[CH:4][CH:3]=1)[C:8]1[CH:9]=[CH:10][CH:11]=[CH:12][CH:13]=1. The yield is 0.900. (3) The reactants are C(=O)([O-])[O-].[K+].[K+].Cl[C:8]1[N:13]=[C:12]2[N:14]([CH3:18])[N:15]=[C:16]([CH3:17])[C:11]2=[CH:10][C:9]=1[CH:19]=[O:20].[CH:21]1([CH2:25][NH:26][CH2:27][CH3:28])[CH2:24][CH2:23][CH2:22]1.O. The catalyst is CN(C=O)C.C(OCC)(=O)C. The product is [CH:21]1([CH2:25][N:26]([CH2:27][CH3:28])[C:8]2[N:13]=[C:12]3[N:14]([CH3:18])[N:15]=[C:16]([CH3:17])[C:11]3=[CH:10][C:9]=2[CH:19]=[O:20])[CH2:24][CH2:23][CH2:22]1. The yield is 0.870. (4) The reactants are [CH3:1][NH:2][CH2:3][C:4]1[S:5][CH:6]=[CH:7][CH:8]=1.[CH2:9](Cl)[C:10]#[CH:11].C(N(C(C)C)CC)(C)C. The catalyst is C(Cl)Cl. The product is [CH3:1][N:2]([CH2:3][C:4]1[S:5][CH:6]=[CH:7][CH:8]=1)[CH2:11][C:10]#[CH:9]. The yield is 0.650. (5) The reactants are CC1(C)C(C)(C)OB([C:9]2[CH:10]=[CH:11][C:12]([C:15]([F:18])([F:17])[F:16])=[N:13][CH:14]=2)O1.Br[C:21]1[CH:22]=[C:23]([CH2:28][NH2:29])[CH:24]=[C:25]([F:27])[CH:26]=1.C(=O)([O-])[O-].[K+].[K+].O. The catalyst is CN(C=O)C.C1C=CC([P]([Pd]([P](C2C=CC=CC=2)(C2C=CC=CC=2)C2C=CC=CC=2)([P](C2C=CC=CC=2)(C2C=CC=CC=2)C2C=CC=CC=2)[P](C2C=CC=CC=2)(C2C=CC=CC=2)C2C=CC=CC=2)(C2C=CC=CC=2)C2C=CC=CC=2)=CC=1. The product is [F:27][C:25]1[CH:24]=[C:23]([CH:22]=[C:21]([C:9]2[CH:14]=[N:13][C:12]([C:15]([F:16])([F:17])[F:18])=[CH:11][CH:10]=2)[CH:26]=1)[CH2:28][NH2:29]. The yield is 0.830. (6) The product is [Br:1][C:2]1[C:10]2[O:9][CH:8]([CH3:11])[CH2:7][C:6]=2[C:5]([Cl:12])=[C:4]([CH2:13][C:15]2[CH:16]=[CH:17][C:18]([O:21][CH2:22][CH3:23])=[CH:19][CH:20]=2)[CH:3]=1. The catalyst is C(Cl)Cl.CC#N. The reactants are [Br:1][C:2]1[C:10]2[O:9][CH:8]([CH3:11])[CH2:7][C:6]=2[C:5]([Cl:12])=[C:4]([C:13]([C:15]2[CH:20]=[CH:19][C:18]([O:21][CH2:22][CH3:23])=[CH:17][CH:16]=2)=O)[CH:3]=1.C([SiH](CC)CC)C.B(F)(F)F.CCOCC.C([O-])([O-])=O.[K+].[K+]. The yield is 0.850. (7) The reactants are Br[CH2:2][CH:3]1[CH2:5][CH2:4]1.[P:6]([O:15]C(C)C)([O:11][CH:12]([CH3:14])[CH3:13])[O:7][CH:8]([CH3:10])[CH3:9]. The catalyst is C(OCC)(=O)C. The product is [CH:8]([O:7][P:6]([CH2:2][CH:3]1[CH2:5][CH2:4]1)(=[O:15])[O:11][CH:12]([CH3:14])[CH3:13])([CH3:10])[CH3:9]. The yield is 0.940.